Task: Regression/Classification. Given a drug SMILES string, predict its absorption, distribution, metabolism, or excretion properties. Task type varies by dataset: regression for continuous measurements (e.g., permeability, clearance, half-life) or binary classification for categorical outcomes (e.g., BBB penetration, CYP inhibition). Dataset: cyp2c9_veith.. Dataset: CYP2C9 inhibition data for predicting drug metabolism from PubChem BioAssay (1) The compound is CN1CCN(CC(O)c2ccccc2)CC1. The result is 0 (non-inhibitor). (2) The molecule is NCCNC(=O)c1ncsc1-c1cccc(F)c1. The result is 0 (non-inhibitor).